From a dataset of Full USPTO retrosynthesis dataset with 1.9M reactions from patents (1976-2016). Predict the reactants needed to synthesize the given product. Given the product [C:21]([O:20][C:18]([NH:16][N:17]=[CH:13][C:6]1[N:5]=[C:4]([Cl:15])[CH:3]=[C:2]([Cl:1])[C:7]=1[C:8]([O:10][CH2:11][CH3:12])=[O:9])=[O:19])([CH3:24])([CH3:23])[CH3:22], predict the reactants needed to synthesize it. The reactants are: [Cl:1][C:2]1[C:7]([C:8]([O:10][CH2:11][CH3:12])=[O:9])=[C:6]([CH:13]=O)[N:5]=[C:4]([Cl:15])[CH:3]=1.[NH:16]([C:18]([O:20][C:21]([CH3:24])([CH3:23])[CH3:22])=[O:19])[NH2:17].